Dataset: Reaction yield outcomes from USPTO patents with 853,638 reactions. Task: Predict the reaction yield, written as a fraction of the theoretical maximum amount of product (1.0 means a 100% yield; for example, 0.34 means a 34% yield). (1) The reactants are [NH2:1][CH2:2][CH2:3][C:4]1[N:5]=[C:6]([NH:9][C:10]([NH:12][C:13]2[CH:18]=[CH:17][C:16]([CH3:19])=[CH:15][C:14]=2[C:20]([CH:22]2[CH2:26][CH2:25][CH2:24][CH2:23]2)=[O:21])=[O:11])[S:7][CH:8]=1.[CH3:27][N:28]([CH2:30][C:31](O)=[O:32])[CH3:29]. No catalyst specified. The product is [CH:22]1([C:20]([C:14]2[CH:15]=[C:16]([CH3:19])[CH:17]=[CH:18][C:13]=2[NH:12][C:10](=[O:11])[NH:9][C:6]2[S:7][CH:8]=[C:4]([CH2:3][CH2:2][NH:1][C:31](=[O:32])[CH2:30][N:28]([CH3:29])[CH3:27])[N:5]=2)=[O:21])[CH2:23][CH2:24][CH2:25][CH2:26]1. The yield is 0.610. (2) The reactants are C(OC([NH:11][CH:12]1[CH:17]([NH:18][C:19]([O:21][CH2:22][CH2:23][Si:24]([CH3:27])([CH3:26])[CH3:25])=[O:20])[CH2:16][CH2:15][CH:14]([C:28]([O:30][CH2:31][CH3:32])=[O:29])[CH2:13]1)=O)C1C=CC=CC=1.[H][H]. The catalyst is [Pd].C(O)(C)C. The product is [NH2:11][CH:12]1[CH:17]([NH:18][C:19]([O:21][CH2:22][CH2:23][Si:24]([CH3:27])([CH3:25])[CH3:26])=[O:20])[CH2:16][CH2:15][CH:14]([C:28]([O:30][CH2:31][CH3:32])=[O:29])[CH2:13]1. The yield is 0.890. (3) The reactants are [Cl-].[CH3:2][O:3][CH2:4][P+](C1C=CC=CC=1)(C1C=CC=CC=1)C1C=CC=CC=1.C[Si]([N-][Si](C)(C)C)(C)C.[Na+].O1CCCC1.[CH3:39][O:40][C:41](=[O:50])[C:42]1[CH:47]=[CH:46][CH:45]=[C:44]([CH:48]=O)[CH:43]=1. The catalyst is O1CCCC1. The product is [CH3:39][O:40][C:41](=[O:50])[C:42]1[CH:47]=[CH:46][CH:45]=[C:44]([CH:48]=[CH:2][O:3][CH3:4])[CH:43]=1. The yield is 0.650.